This data is from Full USPTO retrosynthesis dataset with 1.9M reactions from patents (1976-2016). The task is: Predict the reactants needed to synthesize the given product. (1) Given the product [Cl:1][C:2]1[C:7]([Cl:8])=[CH:6][CH:5]=[CH:4][C:3]=1[S:9]([NH:12][C:13]1[C:18]([O:19][CH3:20])=[N:17][C:16]([CH2:21][OH:22])=[C:15]([CH3:25])[N:14]=1)(=[O:10])=[O:11], predict the reactants needed to synthesize it. The reactants are: [Cl:1][C:2]1[C:7]([Cl:8])=[CH:6][CH:5]=[CH:4][C:3]=1[S:9]([NH:12][C:13]1[N:14]=[C:15]([CH3:25])[C:16]([C:21](OC)=[O:22])=[N:17][C:18]=1[O:19][CH3:20])(=[O:11])=[O:10].C([BH-](CC)CC)C.[Li+].ClCCl.C(OCC)(=O)C.C(O)(=O)C. (2) Given the product [CH3:20][C:15]([CH3:21])([CH2:14][CH2:13][C:11]1[S:12][C:8]([C:5]2[CH:4]=[CH:3][C:2]([NH:1][C:31](=[O:32])[C:30]3[CH:29]=[CH:28][C:27]([C:26]4[O:22][CH:23]=[N:24][CH:25]=4)=[CH:36][CH:35]=3)=[CH:7][CH:6]=2)=[CH:9][N:10]=1)[C:16]([O:18][CH3:19])=[O:17], predict the reactants needed to synthesize it. The reactants are: [NH2:1][C:2]1[CH:7]=[CH:6][C:5]([C:8]2[S:12][C:11]([CH2:13][CH2:14][C:15]([CH3:21])([CH3:20])[C:16]([O:18][CH3:19])=[O:17])=[N:10][CH:9]=2)=[CH:4][CH:3]=1.[O:22]1[C:26]([C:27]2[CH:36]=[CH:35][C:30]([C:31](OC)=[O:32])=[CH:29][CH:28]=2)=[CH:25][N:24]=[CH:23]1.C[Al](C)C.C(=O)([O-])[O-].[Na+].[Na+]. (3) The reactants are: [F:1][C:2]1[CH:7]=[CH:6][C:5]([NH:8][C:9]([C:11]2[C:19]3[C:14](=[CH:15][CH:16]=[C:17](N)[C:18]=3[Br:20])[NH:13][N:12]=2)=[O:10])=[CH:4][CH:3]=1.[N+]([O-])(OCCC(C)C)=O.Cl. Given the product [F:1][C:2]1[CH:7]=[CH:6][C:5]([NH:8][C:9]([C:11]2[C:19]3[C:14](=[CH:15][CH:16]=[CH:17][C:18]=3[Br:20])[NH:13][N:12]=2)=[O:10])=[CH:4][CH:3]=1, predict the reactants needed to synthesize it. (4) Given the product [Br:16][C:9]1[C:4]([CH:3]([O:2][CH3:1])[O:10][CH3:11])=[N:5][CH:6]=[N:7][CH:8]=1, predict the reactants needed to synthesize it. The reactants are: [CH3:1][O:2][CH:3]([O:10][CH3:11])[C:4]1[CH:9]=[CH:8][N:7]=[CH:6][N:5]=1.CC(O)=O.[Br:16]Br. (5) Given the product [CH2:17]([C:19]1[NH:23][C:22]([C:24]([NH:1][C@H:2]2[CH2:7][CH2:6][N:5]([C:8]([O:10][C:11]([CH3:12])([CH3:13])[CH3:14])=[O:9])[CH2:4][C@H:3]2[O:15][CH3:16])=[O:25])=[N:21][CH:20]=1)[CH3:18], predict the reactants needed to synthesize it. The reactants are: [NH2:1][C@H:2]1[CH2:7][CH2:6][N:5]([C:8]([O:10][C:11]([CH3:14])([CH3:13])[CH3:12])=[O:9])[CH2:4][C@H:3]1[O:15][CH3:16].[CH2:17]([C:19]1[NH:23][C:22]([C:24](O)=[O:25])=[N:21][CH:20]=1)[CH3:18].CCN=C=NCCCN(C)C.Cl. (6) The reactants are: [Cl:1][C:2]1[C:7](I)=[CH:6][C:5]([NH:9][CH2:10][C:11]([O:13]C)=[O:12])=[C:4]([O:15][CH3:16])[CH:3]=1.[Cl:17][C:18]1[CH:23]=[CH:22][C:21]([Cl:24])=[CH:20][C:19]=1B(O)O.C([O-])([O-])=O.[Na+].[Na+]. Given the product [Cl:17][C:18]1[CH:23]=[CH:22][C:21]([Cl:24])=[CH:20][C:19]=1[C:7]1[C:2]([Cl:1])=[CH:3][C:4]([O:15][CH3:16])=[C:5]([NH:9][CH2:10][C:11]([OH:13])=[O:12])[CH:6]=1, predict the reactants needed to synthesize it. (7) Given the product [CH3:1][C:2]1([CH3:33])[CH2:11][CH2:10][C:9]2[N:8]=[CH:7][N:6]=[C:5]([N:12]3[CH2:18][C:17]4[CH:19]=[C:20]([C:23]5[CH:24]=[C:25]([NH2:30])[C:26]([NH2:29])=[N:27][CH:28]=5)[CH:21]=[CH:22][C:16]=4[O:15][CH2:14][CH2:13]3)[C:4]=2[CH2:3]1, predict the reactants needed to synthesize it. The reactants are: [CH3:1][C:2]1([CH3:33])[CH2:11][CH2:10][C:9]2[N:8]=[CH:7][N:6]=[C:5]([N:12]3[CH2:18][C:17]4[CH:19]=[C:20]([C:23]5[CH:24]=[C:25]([N+:30]([O-])=O)[C:26]([NH2:29])=[N:27][CH:28]=5)[CH:21]=[CH:22][C:16]=4[O:15][CH2:14][CH2:13]3)[C:4]=2[CH2:3]1. (8) Given the product [Cl:25][C:26]1[C:27](=[O:28])[N:9]([CH2:10][CH2:11][O:12][CH2:13][CH2:14][CH3:15])[C:4]2[CH:3]=[C:2]([Cl:1])[N:7]=[CH:6][C:5]=2[N:8]=1, predict the reactants needed to synthesize it. The reactants are: [Cl:1][C:2]1[N:7]=[CH:6][C:5]([NH2:8])=[C:4]([NH:9][CH2:10][CH2:11][O:12][CH2:13][CH2:14][CH3:15])[CH:3]=1.C(N(C(C)C)CC)(C)C.[Cl:25][C:26](=O)[C:27](OC)=[O:28].C(Cl)(=O)C(Cl)=O. (9) Given the product [C:20]([O:24][C:25]([N:27]1[CH2:32][CH2:31][CH:30]([C:33]2[CH:38]=[CH:37][C:36]([NH:39][C:2]3[N:19]=[C:5]4[C:6]([C:10]5[CH:15]=[CH:14][CH:13]=[C:12]([O:16][CH3:17])[C:11]=5[F:18])=[CH:7][CH:8]=[CH:9][N:4]4[N:3]=3)=[CH:35][CH:34]=2)[CH2:29][CH2:28]1)=[O:26])([CH3:23])([CH3:21])[CH3:22], predict the reactants needed to synthesize it. The reactants are: Cl[C:2]1[N:19]=[C:5]2[C:6]([C:10]3[CH:15]=[CH:14][CH:13]=[C:12]([O:16][CH3:17])[C:11]=3[F:18])=[CH:7][CH:8]=[CH:9][N:4]2[N:3]=1.[C:20]([O:24][C:25]([N:27]1[CH2:32][CH2:31][CH:30]([C:33]2[CH:38]=[CH:37][C:36]([NH2:39])=[CH:35][CH:34]=2)[CH2:29][CH2:28]1)=[O:26])([CH3:23])([CH3:22])[CH3:21]. (10) Given the product [F:1][C:2]([F:10])([F:9])[CH2:3][CH2:4][S:5]([O:24][C:21]1[CH:22]=[CH:23][C:18]([C:17]2[N:16]([C:25]3[CH:30]=[CH:29][C:28]([Cl:31])=[CH:27][C:26]=3[Cl:32])[N:15]=[C:14]([C:33]([NH:35][N:36]3[CH2:37][CH2:38][CH2:39][CH2:40][CH2:41]3)=[O:34])[C:13]=2[C:11]#[N:12])=[CH:19][CH:20]=1)(=[O:7])=[O:6], predict the reactants needed to synthesize it. The reactants are: [F:1][C:2]([F:10])([F:9])[CH2:3][CH2:4][S:5](Cl)(=[O:7])=[O:6].[C:11]([C:13]1[C:14]([C:33]([NH:35][N:36]2[CH2:41][CH2:40][CH2:39][CH2:38][CH2:37]2)=[O:34])=[N:15][N:16]([C:25]2[CH:30]=[CH:29][C:28]([Cl:31])=[CH:27][C:26]=2[Cl:32])[C:17]=1[C:18]1[CH:23]=[CH:22][C:21]([OH:24])=[CH:20][CH:19]=1)#[N:12].O.